From a dataset of Catalyst prediction with 721,799 reactions and 888 catalyst types from USPTO. Predict which catalyst facilitates the given reaction. (1) Reactant: [CH2:1]([O:3][P:4]([CH2:9][C:10]1[S:14][C:13]([NH:15]C(OC(C)(C)C)=O)=[N:12][CH:11]=1)(=[O:8])[O:5][CH2:6][CH3:7])[CH3:2].C(O)(C(F)(F)F)=O. Product: [CH2:1]([O:3][P:4]([CH2:9][C:10]1[S:14][C:13]([NH2:15])=[N:12][CH:11]=1)(=[O:8])[O:5][CH2:6][CH3:7])[CH3:2]. The catalyst class is: 2. (2) Reactant: [CH2:1]([O:8][C:9]1[CH:14]=[CH:13][C:12](Cl)=[C:11]([N+:16]([O-:18])=[O:17])[CH:10]=1)[C:2]1[CH:7]=[CH:6][CH:5]=[CH:4][CH:3]=1.[SH:19][CH2:20][CH2:21][C:22]([O:24][CH2:25][CH:26]([CH2:31][CH3:32])[CH2:27][CH2:28][CH2:29][CH3:30])=[O:23].C(=O)([O-])[O-].[K+].[K+]. Product: [CH2:1]([O:8][C:9]1[CH:14]=[CH:13][C:12]([S:19][CH2:20][CH2:21][C:22]([O:24][CH2:25][CH:26]([CH2:31][CH3:32])[CH2:27][CH2:28][CH2:29][CH3:30])=[O:23])=[C:11]([N+:16]([O-:18])=[O:17])[CH:10]=1)[C:2]1[CH:7]=[CH:6][CH:5]=[CH:4][CH:3]=1. The catalyst class is: 39. (3) Reactant: CC(OI1(OC(C)=O)(OC(C)=O)OC(=O)C2C=CC=CC1=2)=O.[CH:23]1[C:35]2[CH:34]([CH2:36][O:37][C:38]([N:40]3[CH:44]=[CH:43][C:42]([NH:45][C:46](=[O:72])[CH:47]([C:49]4([NH:53][C:54](=[O:71])[CH:55]([NH:63][C:64]([O:66][C:67]([CH3:70])([CH3:69])[CH3:68])=[O:65])[CH2:56][C:57]5([F:62])[CH2:61][CH2:60][CH2:59][CH2:58]5)[CH2:52][CH2:51][CH2:50]4)[OH:48])=[N:41]3)=[O:39])[C:33]3[C:28](=[CH:29][CH:30]=[CH:31][CH:32]=3)[C:27]=2[CH:26]=[CH:25][CH:24]=1. Product: [CH:23]1[C:35]2[CH:34]([CH2:36][O:37][C:38]([N:40]3[CH:44]=[CH:43][C:42]([NH:45][C:46](=[O:72])[C:47]([C:49]4([NH:53][C:54](=[O:71])[CH:55]([NH:63][C:64]([O:66][C:67]([CH3:68])([CH3:70])[CH3:69])=[O:65])[CH2:56][C:57]5([F:62])[CH2:61][CH2:60][CH2:59][CH2:58]5)[CH2:50][CH2:51][CH2:52]4)=[O:48])=[N:41]3)=[O:39])[C:33]3[C:28](=[CH:29][CH:30]=[CH:31][CH:32]=3)[C:27]=2[CH:26]=[CH:25][CH:24]=1. The catalyst class is: 26. (4) Reactant: [NH2:1][C:2]1[N:10]=[CH:9][C:8]([Br:11])=[CH:7][C:3]=1[C:4]([OH:6])=O.[C:12]([NH:17][NH2:18])(=O)[CH:13]([CH3:15])[CH3:14]. Product: [Br:11][C:8]1[CH:7]=[C:3]([C:4]2[O:6][C:12]([CH:13]([CH3:15])[CH3:14])=[N:17][N:18]=2)[C:2]([NH2:1])=[N:10][CH:9]=1. The catalyst class is: 265. (5) Reactant: [C:1]1([C:6]2[NH:7][C:8]3[C:13]([CH:14]=2)=[CH:12][CH:11]=[CH:10][CH:9]=3)[CH2:5][CH2:4][CH2:3][CH:2]=1.[C:15](/[CH:17]=[CH:18]\[C:19]([O:21][CH2:22][CH3:23])=[O:20])#[N:16]. Product: [C:15]([CH:17]1[CH:18]([C:19]([O:21][CH2:22][CH3:23])=[O:20])[C:14]2[C:13]3[C:8](=[CH:9][CH:10]=[CH:11][CH:12]=3)[NH:7][C:6]=2[C:1]2[CH2:5][CH2:4][CH2:3][C:2]1=2)#[N:16]. The catalyst class is: 28. (6) Reactant: [F:1][C:2]([F:21])([F:20])[C:3]1[CH:7]=[C:6]([C:8]([F:11])([F:10])[F:9])[N:5]([C:12]2[CH:19]=[CH:18][C:15]([CH:16]=O)=[CH:14][CH:13]=2)[N:4]=1.[F:22][C:23]1[C:28]([F:29])=[CH:27][CH:26]=[CH:25][C:24]=1[C:30](=[O:34])[CH2:31][C:32]#[N:33].C(O)(=O)C.N1CCCCC1.CCOCC. Product: [F:21][C:2]([F:1])([F:20])[C:3]1[CH:7]=[C:6]([C:8]([F:9])([F:11])[F:10])[N:5]([C:12]2[CH:19]=[CH:18][C:15]([CH:16]=[C:31]([C:30](=[O:34])[C:24]3[CH:25]=[CH:26][CH:27]=[C:28]([F:29])[C:23]=3[F:22])[C:32]#[N:33])=[CH:14][CH:13]=2)[N:4]=1. The catalyst class is: 48.